From a dataset of CYP2D6 substrate classification data from Carbon-Mangels et al.. Regression/Classification. Given a drug SMILES string, predict its absorption, distribution, metabolism, or excretion properties. Task type varies by dataset: regression for continuous measurements (e.g., permeability, clearance, half-life) or binary classification for categorical outcomes (e.g., BBB penetration, CYP inhibition). Dataset: cyp2d6_substrate_carbonmangels. (1) The molecule is C=C(c1ccc(C(=O)O)cc1)c1cc2c(cc1C)C(C)(C)CCC2(C)C. The result is 0 (non-substrate). (2) The molecule is Nc1nc(NC2CC2)c2ncn([C@H]3C=C[C@@H](CO)C3)c2n1. The result is 0 (non-substrate). (3) The compound is CCCc1nn(C)c2c(=O)nc(-c3cc(S(=O)(=O)N4CCN(C)CC4)ccc3OCC)[nH]c12. The result is 1 (substrate). (4) The drug is COCc1c(C(=O)OC(C)C)ncc2[nH]c3ccc(OCc4ccccc4)cc3c12. The result is 0 (non-substrate).